This data is from Full USPTO retrosynthesis dataset with 1.9M reactions from patents (1976-2016). The task is: Predict the reactants needed to synthesize the given product. (1) Given the product [CH2:1]([N:8]1[CH:12]=[C:11]([C:13]2[N:18]3[N:19]=[C:20]([NH:22][C:24]4[CH:25]=[CH:26][C:27]([O:28][CH2:29][CH2:30][N:31]5[CH2:32][CH2:33][CH2:34][CH2:35]5)=[CH:36][CH:37]=4)[N:21]=[C:17]3[CH:16]=[CH:15][CH:14]=2)[CH:10]=[N:9]1)[C:2]1[CH:7]=[CH:6][CH:5]=[CH:4][CH:3]=1, predict the reactants needed to synthesize it. The reactants are: [CH2:1]([N:8]1[CH:12]=[C:11]([C:13]2[N:18]3[N:19]=[C:20]([NH2:22])[N:21]=[C:17]3[CH:16]=[CH:15][CH:14]=2)[CH:10]=[N:9]1)[C:2]1[CH:7]=[CH:6][CH:5]=[CH:4][CH:3]=1.Br[C:24]1[CH:37]=[CH:36][C:27]([O:28][CH2:29][CH2:30][N:31]2[CH2:35][CH2:34][CH2:33][CH2:32]2)=[CH:26][CH:25]=1.CC1(C)C2C(=C(P(C3C=CC=CC=3)C3C=CC=CC=3)C=CC=2)OC2C(P(C3C=CC=CC=3)C3C=CC=CC=3)=CC=CC1=2.CC(C)([O-])C.[Na+]. (2) Given the product [NH:4]1[C:5]([C:6]2[CH:7]=[C:8]([NH:9][C:22]([C:17]3[C:16]4[CH:15]=[CH:14][NH:13][C:21]=4[CH:20]=[CH:19][CH:18]=3)=[O:23])[CH:10]=[CH:11][CH:12]=2)=[N:1][N:2]=[N:3]1, predict the reactants needed to synthesize it. The reactants are: [NH:1]1[C:5]([C:6]2[CH:7]=[C:8]([CH:10]=[CH:11][CH:12]=2)[NH2:9])=[N:4][N:3]=[N:2]1.[NH:13]1[C:21]2[CH:20]=[CH:19][CH:18]=[C:17]([C:22](O)=[O:23])[C:16]=2[CH:15]=[CH:14]1. (3) The reactants are: [CH3:1][O:2][C:3]1[CH:8]=[CH:7][C:6](B(O)O)=[CH:5][C:4]=1[CH3:12].[CH2:13]([O:15][C:16](=[O:33])[CH2:17][N:18]1[CH2:23][CH2:22][CH:21]([C:24](SC2C=CC=CC=2)=[O:25])[CH2:20][CH2:19]1)[CH3:14]. Given the product [CH2:13]([O:15][C:16](=[O:33])[CH2:17][N:18]1[CH2:23][CH2:22][CH:21]([C:24](=[O:25])[C:6]2[CH:7]=[CH:8][C:3]([O:2][CH3:1])=[C:4]([CH3:12])[CH:5]=2)[CH2:20][CH2:19]1)[CH3:14], predict the reactants needed to synthesize it. (4) Given the product [NH2:24][C:22](=[O:23])[C:21](=[O:25])[CH:20]([NH:19][C:13]([C@H:8]1[CH2:9][CH2:10][C:11](=[O:12])[N:7]1[CH2:6][C:5]1[CH:16]=[CH:17][CH:18]=[C:3]([O:2][CH3:1])[CH:4]=1)=[O:15])[CH2:26][C:27]1[CH:28]=[CH:29][CH:30]=[CH:31][CH:32]=1, predict the reactants needed to synthesize it. The reactants are: [CH3:1][O:2][C:3]1[CH:4]=[C:5]([CH:16]=[CH:17][CH:18]=1)[CH2:6][N:7]1[C:11](=[O:12])[CH2:10][CH2:9][C@@H:8]1[C:13]([OH:15])=O.[NH2:19][CH:20]([CH2:26][C:27]1[CH:32]=[CH:31][CH:30]=[CH:29][CH:28]=1)[CH:21]([OH:25])[C:22]([NH2:24])=[O:23].O[NH-].O=[N-]. (5) Given the product [Cl:1][C:2]1[CH:3]=[N:4][C:5]2[N:6]([N:8]=[C:9]([C:11]([N:16]3[CH2:17][CH2:18][C:19]4[C:24](=[CH:23][CH:22]=[CH:21][C:20]=4[C:25]4[CH:30]=[CH:29][N:28]=[CH:27][CH:26]=4)[CH:15]3[CH3:14])=[O:13])[CH:10]=2)[CH:7]=1, predict the reactants needed to synthesize it. The reactants are: [Cl:1][C:2]1[CH:3]=[N:4][C:5]2[N:6]([N:8]=[C:9]([C:11]([OH:13])=O)[CH:10]=2)[CH:7]=1.[CH3:14][CH:15]1[C:24]2[C:19](=[C:20]([C:25]3[CH:30]=[CH:29][N:28]=[CH:27][CH:26]=3)[CH:21]=[CH:22][CH:23]=2)[CH2:18][CH2:17][NH:16]1. (6) The reactants are: C(OC(=O)[NH:7][CH2:8][CH2:9][CH2:10][CH:11]1[CH2:13][O:12]1)(C)(C)C.[NH2:15][C:16]1[CH:17]=[CH:18][C:19]2[S:24][CH2:23][C:22](=[O:25])[NH:21][C:20]=2[CH:26]=1.C[CH2:28][OH:29].O. Given the product [NH2:7][CH2:8][CH2:9][CH2:10][CH:11]1[O:12][C:28](=[O:29])[N:15]([C:16]2[CH:17]=[CH:18][C:19]3[S:24][CH2:23][C:22](=[O:25])[NH:21][C:20]=3[CH:26]=2)[CH2:13]1, predict the reactants needed to synthesize it. (7) Given the product [Cl:14][C:12]1[CH:13]=[C:8]([C:16]#[C:15][C:17]2[CH:18]=[C:19]([CH:22]=[CH:23][CH:24]=2)[C:20]#[N:21])[CH:9]=[N:10][CH:11]=1, predict the reactants needed to synthesize it. The reactants are: C(=O)([O-])[O-].[Cs+].[Cs+].Cl[C:8]1[CH:9]=[N:10][CH:11]=[C:12]([Cl:14])[CH:13]=1.[C:15]([C:17]1[CH:18]=[C:19]([CH:22]=[CH:23][CH:24]=1)[C:20]#[N:21])#[CH:16].C1(P(C2CCCCC2)C2C=CC=CC=2C2C(C(C)C)=CC(C(C)C)=CC=2C(C)C)CCCCC1. (8) Given the product [CH3:17][O:16][C:13]1[CH:14]=[CH:15][C:10]([CH2:9][O:1][C@@H:2]([CH3:7])[C:3]([O:5][CH3:6])=[O:4])=[CH:11][CH:12]=1, predict the reactants needed to synthesize it. The reactants are: [OH:1][C@@H:2]([CH3:7])[C:3]([O:5][CH3:6])=[O:4].Cl[CH2:9][C:10]1[CH:15]=[CH:14][C:13]([O:16][CH3:17])=[CH:12][CH:11]=1.CCN(C(C)C)C(C)C.[I-].[Na+]. (9) Given the product [CH2:39]([O:38][C:31]1[CH:30]=[C:29]([CH:34]=[CH:33][C:32]=1[O:35][CH2:36][CH3:37])[CH2:28][O:1][C:2]1[CH:3]=[C:4]2[C:8](=[CH:9][CH:10]=1)[N:7]1[CH2:11][CH2:12][CH2:13][CH:14]([CH2:15][C:16]([O:18][CH2:19][CH3:20])=[O:17])[C:6]1=[CH:5]2)[CH3:40], predict the reactants needed to synthesize it. The reactants are: [OH:1][C:2]1[CH:3]=[C:4]2[C:8](=[CH:9][CH:10]=1)[N:7]1[CH2:11][CH2:12][CH2:13][CH:14]([CH2:15][C:16]([O:18][CH2:19][CH3:20])=[O:17])[C:6]1=[CH:5]2.C(=O)([O-])[O-].[Cs+].[Cs+].Cl[CH2:28][C:29]1[CH:34]=[CH:33][C:32]([O:35][CH2:36][CH3:37])=[C:31]([O:38][CH2:39][CH3:40])[CH:30]=1. (10) Given the product [C:9]([NH:8][C:5]1[N:4]=[C:3]([S:13][CH3:14])[C:2]([C:15]#[N:16])=[CH:7][N:6]=1)([CH3:12])([CH3:11])[CH3:10], predict the reactants needed to synthesize it. The reactants are: Br[C:2]1[C:3]([S:13][CH3:14])=[N:4][C:5]([NH:8][C:9]([CH3:12])([CH3:11])[CH3:10])=[N:6][CH:7]=1.[CH3:15][N:16](C=O)C.